Dataset: Forward reaction prediction with 1.9M reactions from USPTO patents (1976-2016). Task: Predict the product of the given reaction. (1) Given the reactants CS(O[CH2:6][C@H:7]([NH:9][C:10](=[O:22])[C:11]1[CH:16]=[CH:15][C:14]([N+:17]([O-:19])=[O:18])=[C:13]([O:20][CH3:21])[CH:12]=1)[CH3:8])(=O)=O.[H-].[Na+], predict the reaction product. The product is: [CH3:21][O:20][C:13]1[CH:12]=[C:11]([C:10]([N@@:9]2[CH2:6][CH:7]2[CH3:8])=[O:22])[CH:16]=[CH:15][C:14]=1[N+:17]([O-:19])=[O:18]. (2) Given the reactants [NH2:1][C:2]1[CH:3]=[C:4]([CH:21]=[CH:22][C:23]=1[CH3:24])[O:5][C:6]1[CH:7]=[CH:8][C:9]2[N:10]([CH:12]=[C:13]([NH:15][C:16]([CH:18]3[CH2:20][CH2:19]3)=[O:17])[N:14]=2)[N:11]=1.[CH3:25][N:26]1[CH:30]=[CH:29][N:28]=[C:27]1[C:31](O)=[O:32].Cl.C(N=C=NCCCN(C)C)C.ON1C2C=CC=CC=2N=N1.C(=O)([O-])O.[Na+], predict the reaction product. The product is: [CH:18]1([C:16]([NH:15][C:13]2[N:14]=[C:9]3[CH:8]=[CH:7][C:6]([O:5][C:4]4[CH:21]=[CH:22][C:23]([CH3:24])=[C:2]([NH:1][C:31]([C:27]5[N:26]([CH3:25])[CH:30]=[CH:29][N:28]=5)=[O:32])[CH:3]=4)=[N:11][N:10]3[CH:12]=2)=[O:17])[CH2:20][CH2:19]1. (3) Given the reactants C(N(CC)CC)C.Cl[CH2:9][CH2:10][C:11]([S:13][CH2:14][CH:15]1[S:19][CH:18]([CH2:20][O:21][C:22](=[O:26])[CH2:23][CH2:24]Cl)[CH2:17][S:16]1)=[O:12].O.C1(C)C=CC=CC=1, predict the reaction product. The product is: [C:11]([S:13][CH2:14][CH:15]1[S:19][CH:18]([CH2:20][O:21][C:22](=[O:26])[CH:23]=[CH2:24])[CH2:17][S:16]1)(=[O:12])[CH:10]=[CH2:9]. (4) Given the reactants [CH2:1]([O:3][C:4]([C:6]1[C:7]([O:11][CH2:12][C:13]2[CH:18]=[CH:17][CH:16]=[CH:15][CH:14]=2)=[N:8][NH:9][CH:10]=1)=[O:5])[CH3:2].[CH2:30](C(OC(Cl)[CH2:30][C:31]1[CH:36]=[CH:35][CH:34]=[CH:33][CH:32]=1)Cl)[C:31]1[CH:36]=[CH:35][CH:34]=[CH:33][CH:32]=1.C(N(CC)C(C)C)(C)C.Cl.CN(C)[CH:50]=[O:51], predict the reaction product. The product is: [CH2:1]([O:3][C:4]([C:6]1[C:7]([O:11][CH2:12][C:13]2[CH:18]=[CH:17][CH:16]=[CH:15][CH:14]=2)=[N:8][N:9]([CH2:50][O:51][CH2:30][C:31]2[CH:32]=[CH:33][CH:34]=[CH:35][CH:36]=2)[CH:10]=1)=[O:5])[CH3:2]. (5) The product is: [C:20]([O:19][C:17]([N:14]1[CH2:15][CH2:16][N:11]([C:5]2[C:6]3[N:7]([CH:8]=[N:9][N:10]=3)[C:2]([C:37]([O:40][CH3:33])=[O:38])=[CH:3][N:4]=2)[CH2:12][CH2:13]1)=[O:18])([CH3:23])([CH3:22])[CH3:21]. Given the reactants Br[C:2]1[N:7]2[CH:8]=[N:9][N:10]=[C:6]2[C:5]([N:11]2[CH2:16][CH2:15][N:14]([C:17]([O:19][C:20]([CH3:23])([CH3:22])[CH3:21])=[O:18])[CH2:13][CH2:12]2)=[N:4][CH:3]=1.C(N(CC)C(C)C)(C)C.[CH3:33]O.[C]=O.[C:37]([O-:40])(O)=[O:38].[Na+], predict the reaction product. (6) Given the reactants [Cl:1][C:2]1[N:7]=[CH:6][C:5]2[C:8]([CH:14]=[O:15])=[CH:9][N:10]([CH:11]([CH3:13])[CH3:12])[C:4]=2[CH:3]=1.CC(=CC)C.Cl([O-])=[O:22].[Na+].P(O)(O)([O-])=O.[Na+], predict the reaction product. The product is: [Cl:1][C:2]1[N:7]=[CH:6][C:5]2[C:8]([C:14]([OH:22])=[O:15])=[CH:9][N:10]([CH:11]([CH3:12])[CH3:13])[C:4]=2[CH:3]=1. (7) Given the reactants [F:1][C:2]([F:31])([F:30])[C:3]1[CH:4]=[C:5]([CH:23]=[C:24]([C:26]([F:29])([F:28])[F:27])[CH:25]=1)[CH2:6][O:7][CH2:8][C:9]1([C:17]2[CH:22]=[CH:21][CH:20]=[CH:19][CH:18]=2)[CH2:15][CH2:14][CH2:13][NH:12][C:11](=O)[CH2:10]1, predict the reaction product. The product is: [F:30][C:2]([F:1])([F:31])[C:3]1[CH:4]=[C:5]([CH:23]=[C:24]([C:26]([F:29])([F:28])[F:27])[CH:25]=1)[CH2:6][O:7][CH2:8][C:9]1([C:17]2[CH:22]=[CH:21][CH:20]=[CH:19][CH:18]=2)[CH2:15][CH2:14][CH2:13][NH:12][CH2:11][CH2:10]1.